The task is: Predict the reactants needed to synthesize the given product.. This data is from Full USPTO retrosynthesis dataset with 1.9M reactions from patents (1976-2016). (1) Given the product [Br:1][C:2]1[CH:3]=[CH:4][C:5]([N:8]2[C:12]([CH2:13][OH:14])=[CH:11][N:10]=[CH:9]2)=[CH:6][CH:7]=1, predict the reactants needed to synthesize it. The reactants are: [Br:1][C:2]1[CH:7]=[CH:6][C:5]([N:8]2[C:12]([C:13](OCC)=[O:14])=[CH:11][N:10]=[CH:9]2)=[CH:4][CH:3]=1.[H-].[Al+3].[Li+].[H-].[H-].[H-]. (2) Given the product [O:10]1[C:5]2[CH:4]=[CH:3][C:2]([NH:1][C:34]([C:21]3[N:22]([CH2:26][C:27]4[CH:32]=[CH:31][CH:30]=[C:29]([F:33])[CH:28]=4)[C:23]4[C:19]([CH:20]=3)=[CH:18][C:17]([F:16])=[CH:25][CH:24]=4)=[O:35])=[CH:11][C:6]=2[CH2:7][CH2:8][NH:9]1, predict the reactants needed to synthesize it. The reactants are: [NH2:1][C:2]1[CH:3]=[CH:4][C:5]2[O:10][NH:9][CH2:8][CH2:7][C:6]=2[CH:11]=1.C[Al](C)C.[F:16][C:17]1[CH:18]=[C:19]2[C:23](=[CH:24][CH:25]=1)[N:22]([CH2:26][C:27]1[CH:32]=[CH:31][CH:30]=[C:29]([F:33])[CH:28]=1)[C:21]([C:34](OCC)=[O:35])=[CH:20]2. (3) Given the product [Br:1][C:2]1[CH:12]=[C:11]([F:13])[CH:10]=[CH:9][C:3]=1[O:4][CH2:5][C:6]([CH3:14])([OH:8])[CH3:7], predict the reactants needed to synthesize it. The reactants are: [Br:1][C:2]1[CH:12]=[C:11]([F:13])[CH:10]=[CH:9][C:3]=1[O:4][CH2:5][C:6](=[O:8])[CH3:7].[CH3:14][Mg]Cl. (4) Given the product [S:19]1[CH:18]=[CH:8][CH:9]=[C:11]1[C:12]1[N:3]2[N:4]=[C:5]([NH2:7])[N:6]=[C:2]2[N:1]=[CH:14][CH:13]=1, predict the reactants needed to synthesize it. The reactants are: [NH2:1][C:2]1[N:6]=[C:5]([NH2:7])[NH:4][N:3]=1.[C:8]12([CH2:18][S:19](O)(=O)=O)C(C)(C)[CH:12]([CH2:13][CH2:14]1)[CH2:11][C:9]2=O. (5) The reactants are: [CH3:1][C:2]1[C:3](=O)[NH:4][N:5]=[C:6]([C:8]2[CH:13]=[CH:12][CH:11]=[CH:10][CH:9]=2)[CH:7]=1.P(Cl)(Cl)([Cl:17])=O.[Cl-].[Cl-].[Ca+2].Cl.OP(O)(O)=O.[OH-].[Na+]. Given the product [Cl:17][C:3]1[N:4]=[N:5][C:6]([C:8]2[CH:13]=[CH:12][CH:11]=[CH:10][CH:9]=2)=[CH:7][C:2]=1[CH3:1], predict the reactants needed to synthesize it.